Dataset: Peptide-MHC class I binding affinity with 185,985 pairs from IEDB/IMGT. Task: Regression. Given a peptide amino acid sequence and an MHC pseudo amino acid sequence, predict their binding affinity value. This is MHC class I binding data. (1) The peptide sequence is QARQMVQAMRA. The MHC is HLA-A02:03 with pseudo-sequence HLA-A02:03. The binding affinity (normalized) is 0. (2) The peptide sequence is RYNTRGNTY. The MHC is HLA-A29:02 with pseudo-sequence HLA-A29:02. The binding affinity (normalized) is 0.309. (3) The peptide sequence is VCFWSTLFYV. The MHC is HLA-A02:06 with pseudo-sequence HLA-A02:06. The binding affinity (normalized) is 0.350. (4) The peptide sequence is LAGPISQHNY. The MHC is HLA-B35:01 with pseudo-sequence HLA-B35:01. The binding affinity (normalized) is 0.517.